The task is: Predict the reaction yield, written as a fraction of the theoretical maximum amount of product (1.0 means a 100% yield; for example, 0.34 means a 34% yield).. This data is from Reaction yield outcomes from USPTO patents with 853,638 reactions. (1) The product is [Cl:1][C:2]1[CH:3]=[C:4]2[C:9](=[CH:10][CH:11]=1)[N:8]=[C:7]([NH:12][C:13]([N:31]1[CH2:30][CH2:29][N:28]([C:23]3[CH:24]=[CH:25][CH:26]=[CH:27][C:22]=3[O:21][CH3:20])[CH2:33][CH2:32]1)=[O:17])[C:6]([O:18][CH3:19])=[N:5]2. The yield is 0.920. The reactants are [Cl:1][C:2]1[CH:3]=[C:4]2[C:9](=[CH:10][CH:11]=1)[N:8]=[C:7]([NH:12][C:13](=[O:17])OCC)[C:6]([O:18][CH3:19])=[N:5]2.[CH3:20][O:21][C:22]1[CH:27]=[CH:26][CH:25]=[CH:24][C:23]=1[N:28]1[CH2:33][CH2:32][NH:31][CH2:30][CH2:29]1. No catalyst specified. (2) The catalyst is O. The product is [CH2:21]([O:20][P:18]([O:12][C:11]1[CH:13]=[CH:14][C:8]([CH2:6][CH3:7])=[C:9]([O:15][P:18]([O:1][CH2:5][CH3:4])([O:20][CH2:21][CH3:22])=[O:19])[CH:10]=1)([O:23][CH2:24][CH3:25])=[O:19])[CH3:22]. The yield is 1.00. The reactants are [O:1]1[CH2:5][CH2:4]CC1.[CH2:6]([C:8]1[CH:14]=[CH:13][C:11]([OH:12])=[CH:10][C:9]=1[OH:15])[CH3:7].[H-].[Na+].[P:18](Cl)([O:23][CH2:24][CH3:25])([O:20][CH2:21][CH3:22])=[O:19]. (3) The reactants are [CH2:1]([N:8]1[C:17]2[C:12](=[CH:13][C:14]([F:18])=[CH:15][CH:16]=2)[C:11](Cl)=[C:10]([C:20]#[N:21])[C:9]1=[O:22])[C:2]1[CH:7]=[CH:6][CH:5]=[CH:4][CH:3]=1.[NH:23]1[CH2:28][CH2:27][NH:26][CH2:25][CH2:24]1. The catalyst is ClCCl. The product is [CH2:1]([N:8]1[C:17]2[C:12](=[CH:13][C:14]([F:18])=[CH:15][CH:16]=2)[C:11]([N:23]2[CH2:28][CH2:27][NH:26][CH2:25][CH2:24]2)=[C:10]([C:20]#[N:21])[C:9]1=[O:22])[C:2]1[CH:7]=[CH:6][CH:5]=[CH:4][CH:3]=1. The yield is 0.960. (4) The yield is 0.490. The product is [F:13][C:14]1[CH:19]=[C:18]([N:4]2[CH:1]=[CH:70][CH:69]=[CH:68][C:67]2=[O:66])[CH:17]=[CH:16][C:15]=1[CH:21]([C:42]([C:44]1[N:48]([C:49]2[CH:50]=[CH:51][C:52]([O:55][CH3:56])=[CH:53][CH:54]=2)[N:47]=[C:46]([C:57]([F:58])([F:60])[F:59])[CH:45]=1)=[O:43])[C:22]([O:24][CH3:25])=[O:23]. The catalyst is CN(C)P(N(C)C)(N(C)C)=O. The reactants are [CH:1]([NH:4]C(C)C)(C)C.C([Li])CCC.[F:13][C:14]1[CH:19]=[C:18](I)[CH:17]=[CH:16][C:15]=1[CH2:21][C:22]([O:24][CH3:25])=[O:23].[CH3:56][O:55][C:52]1[CH:51]=[CH:50][C:49]([N:48]2[C:44]([C:42](O[C:42]([C:44]3[N:48]([C:49]4[CH:54]=[CH:53][C:52]([O:55][CH3:56])=[CH:51][CH:50]=4)[N:47]=[C:46]([C:57]([F:60])([F:59])[F:58])[CH:45]=3)=[O:43])=[O:43])=[CH:45][C:46]([C:57]([F:60])([F:59])[F:58])=[N:47]2)=[CH:54][CH:53]=1.Cl.[O:66]1[CH2:70][CH2:69][CH2:68][CH2:67]1. (5) The reactants are C([O:3][C:4](=[O:31])[CH2:5][O:6][C:7]1[CH:12]=[CH:11][C:10]([C@@H:13]2[CH2:17][CH2:16][C@H:15]([NH:18][C@@H:19]([C:21]3[C:30]4[C:25](=[CH:26][CH:27]=[CH:28][CH:29]=4)[CH:24]=[CH:23][CH:22]=3)[CH3:20])[CH2:14]2)=[CH:9][CH:8]=1)C.[OH-].[Na+].[ClH:34].C(OCC)(=O)C. The catalyst is C(O)C.C(Cl)Cl. The product is [ClH:34].[C:21]1([C@H:19]([NH:18][C@H:15]2[CH2:16][CH2:17][C@@H:13]([C:10]3[CH:9]=[CH:8][C:7]([O:6][CH2:5][C:4]([OH:31])=[O:3])=[CH:12][CH:11]=3)[CH2:14]2)[CH3:20])[C:30]2[C:25](=[CH:26][CH:27]=[CH:28][CH:29]=2)[CH:24]=[CH:23][CH:22]=1. The yield is 0.870. (6) The reactants are [CH3:1][O:2][C:3]1[C:11]2[O:10][CH:9]([CH2:12][OH:13])[CH2:8][C:7]=2[CH:6]=[CH:5][CH:4]=1.[C:14]1([CH3:24])[CH:19]=[CH:18][C:17]([S:20](Cl)(=[O:22])=[O:21])=[CH:16][CH:15]=1.C(N(CC)CC)C. The catalyst is ClCCl.CN(C)C1C=CN=CC=1. The product is [CH3:24][C:14]1[CH:19]=[CH:18][C:17]([S:20]([O:13][CH2:12][CH:9]2[CH2:8][C:7]3[CH:6]=[CH:5][CH:4]=[C:3]([O:2][CH3:1])[C:11]=3[O:10]2)(=[O:22])=[O:21])=[CH:16][CH:15]=1. The yield is 0.680. (7) The reactants are [NH2:1][C:2]1[C:7]([CH2:8][OH:9])=[CH:6][CH:5]=[CH:4][N:3]=1.[Br:10]Br. The catalyst is CC(O)=O. The product is [BrH:10].[NH2:1][C:2]1[C:7]([CH2:8][OH:9])=[CH:6][C:5]([Br:10])=[CH:4][N:3]=1. The yield is 0.810. (8) The reactants are C([O:5][C:6](=[O:54])[C@@H:7]([NH:13][C:14](=[O:53])[CH2:15][CH2:16][CH:17]([C:46]([O:48][C:49]([CH3:52])([CH3:51])[CH3:50])=[O:47])[NH:18][C:19](=[O:45])[CH2:20][CH2:21][CH2:22][CH2:23][CH2:24][CH2:25][CH2:26][CH2:27][CH2:28][CH2:29][CH2:30][CH2:31][CH2:32][CH2:33][CH2:34][CH2:35][CH2:36][CH2:37][C:38]([O:40][C:41]([CH3:44])([CH3:43])[CH3:42])=[O:39])[CH2:8][CH2:9][C:10]([OH:12])=[O:11])(C)(C)C.[B-](F)(F)(F)F.CN(C(O[N:68]1[C:73](=[O:74])[CH2:72][CH2:71][C:69]1=[O:70])=[N+](C)C)C.CCN([CH:81]([CH3:83])[CH3:82])C(C)C.[C:84](#N)C. No catalyst specified. The product is [O:70]=[C:69]1[CH2:71][CH2:72][C:73](=[O:74])[N:68]1[O:5][C:6](=[O:54])[C@@H:7]([NH:13][C:14](=[O:53])[CH2:15][CH2:16][CH:17]([C:46]([O:48][C:49]([CH3:52])([CH3:51])[CH3:50])=[O:47])[NH:18][C:19](=[O:45])[CH2:20][CH2:21][CH2:22][CH2:23][CH2:24][CH2:25][CH2:26][CH2:27][CH2:28][CH2:29][CH2:30][CH2:31][CH2:32][CH2:33][CH2:34][CH2:35][CH2:36][CH2:37][C:38]([O:40][C:41]([CH3:42])([CH3:43])[CH3:44])=[O:39])[CH2:8][CH2:9][C:10]([O:12][C:81]([CH3:83])([CH3:84])[CH3:82])=[O:11]. The yield is 0.540.